From a dataset of Forward reaction prediction with 1.9M reactions from USPTO patents (1976-2016). Predict the product of the given reaction. (1) Given the reactants N[C:2]1[CH:12]=[CH:11][C:10]2[CH:9]3[CH2:13][CH2:14][CH:5]([CH2:6][N:7]([C:15](=[O:20])[C:16]([F:19])([F:18])[F:17])[CH2:8]3)[C:4]=2[CH:3]=1.C1C=CN=CC=1.[FH:27].N([O-])=O.[Na+].C([O-])(O)=O.[Na+], predict the reaction product. The product is: [F:27][C:2]1[CH:12]=[CH:11][C:10]2[CH:9]3[CH2:13][CH2:14][CH:5]([CH2:6][N:7]([C:15](=[O:20])[C:16]([F:19])([F:18])[F:17])[CH2:8]3)[C:4]=2[CH:3]=1. (2) Given the reactants [CH3:1][N:2]([CH3:30])[C:3]1([C:24]2[CH:29]=[CH:28][CH:27]=[CH:26][N:25]=2)[CH2:8][CH2:7][C:6](=[CH:9][C:10]([NH:12][CH2:13][CH2:14][C:15]2[C:23]3[C:18](=[CH:19][CH:20]=[CH:21][CH:22]=3)[NH:17][CH:16]=2)=[O:11])[CH2:5][CH2:4]1.[Cl:31][Si](C)(C)C, predict the reaction product. The product is: [ClH:31].[CH3:30][N:2]([CH3:1])[C:3]1([C:24]2[CH:29]=[CH:28][CH:27]=[CH:26][N:25]=2)[CH2:4][CH2:5][C:6](=[CH:9][C:10]([NH:12][CH2:13][CH2:14][C:15]2[C:23]3[C:18](=[CH:19][CH:20]=[CH:21][CH:22]=3)[NH:17][CH:16]=2)=[O:11])[CH2:7][CH2:8]1. (3) Given the reactants [C:1]([O:5][C:6]([N:8]1[CH2:13][CH2:12][C:11]2[N:14]([CH3:17])[CH:15]=[CH:16][C:10]=2[C:9]1=[O:18])=[O:7])([CH3:4])([CH3:3])[CH3:2].C1C(=O)N([Br:26])C(=O)C1, predict the reaction product. The product is: [C:1]([O:5][C:6]([N:8]1[CH2:13][CH2:12][C:11]2[N:14]([CH3:17])[C:15]([Br:26])=[CH:16][C:10]=2[C:9]1=[O:18])=[O:7])([CH3:4])([CH3:3])[CH3:2]. (4) Given the reactants [NH:1]1[CH2:6][CH2:5][NH:4][CH2:3][C:2]1=[O:7].C(N(CC)CC)C.[Cl:15][C:16]1[CH:24]=[CH:23][C:19]([C:20](Cl)=[O:21])=[C:18]([C:25]([F:28])([F:27])[F:26])[CH:17]=1, predict the reaction product. The product is: [Cl:15][C:16]1[CH:24]=[CH:23][C:19]([C:20]([N:4]2[CH2:5][CH2:6][NH:1][C:2](=[O:7])[CH2:3]2)=[O:21])=[C:18]([C:25]([F:26])([F:27])[F:28])[CH:17]=1. (5) Given the reactants C([O:3][C:4]([C:6]1[C:7](=[O:39])[C:8]2[CH:13]=[N:12][C:11]([NH:14][C:15]3[CH:20]=[CH:19][C:18]([N:21]4[CH2:26][CH2:25][N:24]([CH3:27])[CH2:23][CH2:22]4)=[CH:17][CH:16]=3)=[N:10][C:9]=2[N:28]([C:30]2[CH:31]=[C:32]3[C:36](=[CH:37][CH:38]=2)[CH2:35][CH2:34][CH2:33]3)[CH:29]=1)=[O:5])C, predict the reaction product. The product is: [CH2:35]1[C:36]2[C:32](=[CH:31][C:30]([N:28]3[C:9]4[N:10]=[C:11]([NH:14][C:15]5[CH:16]=[CH:17][C:18]([N:21]6[CH2:22][CH2:23][N:24]([CH3:27])[CH2:25][CH2:26]6)=[CH:19][CH:20]=5)[N:12]=[CH:13][C:8]=4[C:7](=[O:39])[C:6]([C:4]([OH:5])=[O:3])=[CH:29]3)=[CH:38][CH:37]=2)[CH2:33][CH2:34]1. (6) Given the reactants [NH2:1][C:2]1[CH:10]=[C:9]2[C:5]([C:6]([CH2:11][CH2:12][N:13]([CH3:15])[CH3:14])=[CH:7][NH:8]2)=[CH:4][CH:3]=1.[Cl:16][C:17]1[CH:30]=[CH:29][C:20]2[S:21][C:22]([S:25](Cl)(=[O:27])=[O:26])=[C:23]([CH3:24])[C:19]=2[CH:18]=1, predict the reaction product. The product is: [Cl:16][C:17]1[CH:30]=[CH:29][C:20]2[S:21][C:22]([S:25]([NH:1][C:2]3[CH:10]=[C:9]4[C:5]([C:6]([CH2:11][CH2:12][N:13]([CH3:14])[CH3:15])=[CH:7][NH:8]4)=[CH:4][CH:3]=3)(=[O:26])=[O:27])=[C:23]([CH3:24])[C:19]=2[CH:18]=1. (7) Given the reactants C(C=P(CCCC)(CCCC)CCCC)#N.O[CH2:18][C@@H:19]([N:22]([CH2:35][CH2:36][OH:37])[S:23]([C:26]1[CH:31]=[CH:30][CH:29]=[CH:28][C:27]=1[N+:32]([O-:34])=[O:33])(=[O:25])=[O:24])[CH2:20][CH3:21], predict the reaction product. The product is: [CH2:20]([C@H:19]1[CH2:18][O:37][CH2:36][CH2:35][N:22]1[S:23]([C:26]1[CH:31]=[CH:30][CH:29]=[CH:28][C:27]=1[N+:32]([O-:34])=[O:33])(=[O:24])=[O:25])[CH3:21]. (8) Given the reactants [C:1]([O:5][C:6]([N:8]1[CH2:17][CH2:16][C:15]2[N:14]([CH2:18][C:19]3[CH:24]=[CH:23][C:22]([N+:25]([O-])=O)=[CH:21][CH:20]=3)[N:13]=[C:12]([C:28]3[CH:33]=[CH:32][C:31](Cl)=[CH:30][CH:29]=3)[C:11]=2[CH2:10][CH2:9]1)=[O:7])([CH3:4])([CH3:3])[CH3:2].[H][H], predict the reaction product. The product is: [C:1]([O:5][C:6]([N:8]1[CH2:17][CH2:16][C:15]2[N:14]([CH2:18][C:19]3[CH:20]=[CH:21][C:22]([NH2:25])=[CH:23][CH:24]=3)[N:13]=[C:12]([C:28]3[CH:33]=[CH:32][CH:31]=[CH:30][CH:29]=3)[C:11]=2[CH2:10][CH2:9]1)=[O:7])([CH3:4])([CH3:2])[CH3:3].